Dataset: Catalyst prediction with 721,799 reactions and 888 catalyst types from USPTO. Task: Predict which catalyst facilitates the given reaction. (1) Reactant: [CH3:1][S:2](Cl)(=[O:4])=[O:3].[CH3:6][C:7]1[S:11][C:10]([CH2:12][OH:13])=[CH:9][CH:8]=1. Product: [CH3:1][S:2]([O:13][CH2:12][C:10]1[S:11][C:7]([CH3:6])=[CH:8][CH:9]=1)(=[O:4])=[O:3]. The catalyst class is: 2. (2) Reactant: [NH2:1][C:2]1[CH:3]=[C:4](/[CH:8]=[CH:9]/[CH2:10][NH:11][C:12](=[O:17])[C:13]([F:16])([F:15])[F:14])[CH:5]=[CH:6][CH:7]=1.[O:18]1[C:20]2([CH2:25][CH2:24][CH2:23][CH2:22][CH2:21]2)[CH2:19]1. Product: [F:16][C:13]([F:14])([F:15])[C:12]([NH:11][CH2:10]/[CH:9]=[CH:8]/[C:4]1[CH:5]=[CH:6][CH:7]=[C:2]([NH:1][CH2:19][C:20]2([OH:18])[CH2:25][CH2:24][CH2:23][CH2:22][CH2:21]2)[CH:3]=1)=[O:17]. The catalyst class is: 88.